The task is: Predict the reaction yield, written as a fraction of the theoretical maximum amount of product (1.0 means a 100% yield; for example, 0.34 means a 34% yield).. This data is from Reaction yield outcomes from USPTO patents with 853,638 reactions. (1) The catalyst is C(Cl)Cl. The product is [Cl:1][CH2:2][C:3]([NH:6][C:7]1[CH:8]=[CH:9][C:10]([Cl:17])=[C:11]([C:13]([F:16])([F:14])[F:15])[CH:12]=1)=[O:4]. The yield is 0.847. The reactants are [Cl:1][CH2:2][C:3](Cl)=[O:4].[NH2:6][C:7]1[CH:8]=[CH:9][C:10]([Cl:17])=[C:11]([C:13]([F:16])([F:15])[F:14])[CH:12]=1.C(N(CC)CC)C. (2) The reactants are Br[C:2]([C:4]1[CH:9]=[CH:8][C:7]([O:10][CH3:11])=[C:6]([O:12][CH3:13])[CH:5]=1)=[CH2:3].[Li]C(C)(C)C.[CH:19]([CH:21]=[CH2:22])=[O:20]. No catalyst specified. The product is [CH3:13][O:12][C:6]1[CH:5]=[C:4]([C:2]([CH:19]([OH:20])[CH:21]=[CH2:22])=[CH2:3])[CH:9]=[CH:8][C:7]=1[O:10][CH3:11]. The yield is 0.420. (3) The reactants are [CH2:1]1[N:6]([CH:7]([C:10]2[S:11][CH:12]=[CH:13][N:14]=2)[C:8]#[N:9])[CH2:5][CH2:4][N:3]2[CH2:15][CH2:16][CH2:17][C@H:2]12.[OH:18]S(O)(=O)=O. The catalyst is CCCCCC. The product is [CH2:1]1[N:6]([CH:7]([C:10]2[S:11][CH:12]=[CH:13][N:14]=2)[C:8]([NH2:9])=[O:18])[CH2:5][CH2:4][N:3]2[CH2:15][CH2:16][CH2:17][C@H:2]12. The yield is 0.270. (4) The reactants are [CH:1]1([N:5]2[CH2:11][CH2:10][CH2:9][N:8]([C:12]([N:14]3[CH2:17][CH:16]([O:18][C:19]4[CH:20]=[C:21]5[C:25](=[CH:26][CH:27]=4)[NH:24][CH:23]=[CH:22]5)[CH2:15]3)=[O:13])[CH2:7][CH2:6]2)[CH2:4][CH2:3][CH2:2]1.[H-].[Na+].[CH3:30]I. The catalyst is CN(C=O)C.ClCCl. The product is [CH:1]1([N:5]2[CH2:11][CH2:10][CH2:9][N:8]([C:12]([N:14]3[CH2:15][CH:16]([O:18][C:19]4[CH:20]=[C:21]5[C:25](=[CH:26][CH:27]=4)[N:24]([CH3:30])[CH:23]=[CH:22]5)[CH2:17]3)=[O:13])[CH2:7][CH2:6]2)[CH2:2][CH2:3][CH2:4]1. The yield is 0.740. (5) The reactants are [Br:1][C:2]1[N:7]=[CH:6][C:5]([N:8]2[CH2:15][C@@H:14]3[C@@H:10]([N:11]([C:16]([O:18][C:19]([CH3:22])([CH3:21])[CH3:20])=[O:17])[CH2:12][CH2:13]3)[CH2:9]2)=[CH:4][C:3]=1[CH2:23]OS(C)(=O)=O.[C-:29]#[N:30].[K+]. The catalyst is CN(C)C=O. The product is [Br:1][C:2]1[N:7]=[CH:6][C:5]([N:8]2[CH2:15][C@@H:14]3[C@@H:10]([N:11]([C:16]([O:18][C:19]([CH3:22])([CH3:21])[CH3:20])=[O:17])[CH2:12][CH2:13]3)[CH2:9]2)=[CH:4][C:3]=1[CH2:23][C:29]#[N:30]. The yield is 0.390.